From a dataset of Peptide-MHC class I binding affinity with 185,985 pairs from IEDB/IMGT. Regression. Given a peptide amino acid sequence and an MHC pseudo amino acid sequence, predict their binding affinity value. This is MHC class I binding data. (1) The peptide sequence is TTYQRTRAL. The MHC is HLA-A31:01 with pseudo-sequence HLA-A31:01. The binding affinity (normalized) is 0.234. (2) The peptide sequence is IPRLLRTFL. The MHC is HLA-A02:01 with pseudo-sequence HLA-A02:01. The binding affinity (normalized) is 0.0847. (3) The peptide sequence is ECYGYYWL. The MHC is HLA-A68:02 with pseudo-sequence HLA-A68:02. The binding affinity (normalized) is 0. (4) The MHC is HLA-B27:03 with pseudo-sequence HLA-B27:03. The binding affinity (normalized) is 0.0847. The peptide sequence is STYQFSLMQ.